From a dataset of Full USPTO retrosynthesis dataset with 1.9M reactions from patents (1976-2016). Predict the reactants needed to synthesize the given product. (1) Given the product [CH2:20]([N:13]1[C:12]2[CH:14]=[CH:15][CH:16]=[C:17]([O:18][CH3:19])[C:11]=2[N:10]=[C:9]1[C:3]1[C:4]([F:8])=[CH:5][CH:6]=[CH:7][C:2]=1[F:1])[C:21]1[CH:26]=[CH:25][CH:24]=[CH:23][CH:22]=1, predict the reactants needed to synthesize it. The reactants are: [F:1][C:2]1[CH:7]=[CH:6][CH:5]=[C:4]([F:8])[C:3]=1[C:9]1[NH:10][C:11]2[C:17]([O:18][CH3:19])=[CH:16][CH:15]=[CH:14][C:12]=2[N:13]=1.[CH2:20](Br)[C:21]1[CH:26]=[CH:25][CH:24]=[CH:23][CH:22]=1. (2) Given the product [Br:19][C:20]1[CH:21]=[C:22]2[C:26](=[CH:27][CH:28]=1)[N:25]([S:29]([C:32]1[CH:38]=[CH:37][C:35]([CH3:36])=[CH:34][CH:33]=1)(=[O:31])=[O:30])[CH:24]=[C:23]2[C:14]([C:13]1[CH:17]=[CH:18][C:10]([C:7]([CH3:9])([CH3:8])[C:5]#[N:6])=[CH:11][CH:12]=1)=[O:15], predict the reactants needed to synthesize it. The reactants are: [Al+3].[Cl-].[Cl-].[Cl-].[C:5]([C:7]([C:10]1[CH:18]=[CH:17][C:13]([C:14](Cl)=[O:15])=[CH:12][CH:11]=1)([CH3:9])[CH3:8])#[N:6].[Br:19][C:20]1[CH:21]=[C:22]2[C:26](=[CH:27][CH:28]=1)[N:25]([S:29]([C:32]1[CH:38]=[CH:37][C:35]([CH3:36])=[CH:34][CH:33]=1)(=[O:31])=[O:30])[CH:24]=[CH:23]2. (3) Given the product [Br:1][C:2]1[CH:7]=[CH:6][C:5]([O:8][C@H:22]2[CH2:25][C@H:24]([N:26]3[CH2:31][CH2:30][CH2:29][CH2:28][CH2:27]3)[CH2:23]2)=[CH:4][CH:3]=1, predict the reactants needed to synthesize it. The reactants are: [Br:1][C:2]1[CH:7]=[CH:6][C:5]([OH:8])=[CH:4][CH:3]=1.[H-].[Na+].CC1C=CC(S(O[C@H:22]2[CH2:25][C@@H:24]([N:26]3[CH2:31][CH2:30][CH2:29][CH2:28][CH2:27]3)[CH2:23]2)(=O)=O)=CC=1. (4) Given the product [C:1]([O:5][C:6]([N:8]1[CH2:12][C@@H:11]([CH2:13][N:14]([C:32](=[O:33])[C:31]2[CH:35]=[CH:36][C:28]([CH3:27])=[C:29]([O:37][CH2:38][CH2:39][CH2:40][O:41][CH3:42])[CH:30]=2)[CH:15]([CH3:16])[CH3:17])[C@H:10]([C:18]([CH3:26])([CH3:25])[O:19][SiH2:20][C:21]([CH3:24])([CH3:23])[CH3:22])[CH2:9]1)=[O:7])([CH3:4])([CH3:2])[CH3:3], predict the reactants needed to synthesize it. The reactants are: [C:1]([O:5][C:6]([N:8]1[CH2:12][C@@H:11]([CH2:13][NH:14][CH:15]([CH3:17])[CH3:16])[C@H:10]([C:18]([CH3:26])([CH3:25])[O:19][SiH2:20][C:21]([CH3:24])([CH3:23])[CH3:22])[CH2:9]1)=[O:7])([CH3:4])([CH3:3])[CH3:2].[CH3:27][C:28]1[CH:36]=[CH:35][C:31]([C:32](O)=[O:33])=[CH:30][C:29]=1[O:37][CH2:38][CH2:39][CH2:40][O:41][CH3:42].C(N(CC)CC)C.C(OC(C)(C)C)=O.